From a dataset of Reaction yield outcomes from USPTO patents with 853,638 reactions. Predict the reaction yield, written as a fraction of the theoretical maximum amount of product (1.0 means a 100% yield; for example, 0.34 means a 34% yield). (1) The reactants are [F:1][C:2]([F:15])([F:14])[S:3]([O:6]S(C(F)(F)F)(=O)=O)(=[O:5])=[O:4].[Cl:16][C:17]1[CH:18]=[C:19](O)[CH:20]=[N:21][CH:22]=1.C(N(CC)CC)C.CCCCCC. The catalyst is C(Cl)Cl.C(OCC)(=O)C. The product is [F:1][C:2]([F:15])([F:14])[S:3]([O:6][C:19]1[CH:20]=[N:21][CH:22]=[C:17]([Cl:16])[CH:18]=1)(=[O:5])=[O:4]. The yield is 0.590. (2) The reactants are [C:1]([O:10]CC)(=O)[C:2]#[C:3][C:4]([O:6][CH2:7][CH3:8])=[O:5].Cl.[CH3:14][N:15](C)[NH2:16].[OH-].[Na+].CCOC(C)=O. The catalyst is CCO.O. The product is [OH:10][C:1]1[CH:2]=[C:3]([C:4]([O:6][CH2:7][CH3:8])=[O:5])[N:15]([CH3:14])[N:16]=1. The yield is 0.170.